This data is from Full USPTO retrosynthesis dataset with 1.9M reactions from patents (1976-2016). The task is: Predict the reactants needed to synthesize the given product. (1) Given the product [NH2:1][C:2]1[CH:9]=[C:8]([Cl:10])[CH:7]=[CH:6][C:3]=1[C:14]([NH:12][OH:13])=[O:17], predict the reactants needed to synthesize it. The reactants are: [NH2:1][C:2]1[CH:9]=[C:8]([Cl:10])[CH:7]=[CH:6][C:3]=1C#N.Cl.[NH2:12][OH:13].[C:14](=[O:17])(O)[O-].[Na+]. (2) Given the product [C:12]([O:11][C:9](=[O:10])[NH:21][CH2:20][C:19]1[CH:22]=[CH:23][C:24]([CH3:25])=[C:17]([Cl:16])[CH:18]=1)([CH3:13])([CH3:14])[CH3:15], predict the reactants needed to synthesize it. The reactants are: [C:12]([O:11][C:9](O[C:9]([O:11][C:12]([CH3:15])([CH3:14])[CH3:13])=[O:10])=[O:10])([CH3:15])([CH3:14])[CH3:13].[Cl:16][C:17]1[CH:18]=[C:19]([CH:22]=[CH:23][C:24]=1[CH3:25])[CH2:20][NH2:21]. (3) Given the product [ClH:1].[CH3:2][C:3]1[N:7]([CH2:8][C:9]2[CH:14]=[CH:13][N:12]=[C:11]([CH:15]3[CH2:16][CH2:17][NH:18][CH2:19][CH2:20]3)[CH:10]=2)[N:6]=[C:5]([C:28]2[O:32][N:31]=[C:30]([C:33]3[CH:34]=[CH:35][C:36]([O:39][C:40]([F:43])([F:41])[F:42])=[CH:37][CH:38]=3)[N:29]=2)[CH:4]=1, predict the reactants needed to synthesize it. The reactants are: [ClH:1].[CH3:2][C:3]1[N:7]([CH2:8][C:9]2[CH:14]=[CH:13][N:12]=[C:11]([CH:15]3[CH2:20][CH2:19][N:18](C(OC(C)(C)C)=O)[CH2:17][CH2:16]3)[CH:10]=2)[N:6]=[C:5]([C:28]2[O:32][N:31]=[C:30]([C:33]3[CH:38]=[CH:37][C:36]([O:39][C:40]([F:43])([F:42])[F:41])=[CH:35][CH:34]=3)[N:29]=2)[CH:4]=1. (4) Given the product [Cl:1][C:2]1[CH:7]=[C:6]([NH:8][C:9]([C:11]2[CH:16]=[C:15]([B:19]3[O:23][C:22]([CH3:25])([CH3:24])[C:21]([CH3:27])([CH3:26])[O:20]3)[CH:14]=[C:13]([CH3:18])[N:12]=2)=[O:10])[CH:5]=[CH:4][N:3]=1, predict the reactants needed to synthesize it. The reactants are: [Cl:1][C:2]1[CH:7]=[C:6]([NH:8][C:9]([C:11]2[CH:16]=[C:15](Br)[CH:14]=[C:13]([CH3:18])[N:12]=2)=[O:10])[CH:5]=[CH:4][N:3]=1.[B:19]1([B:19]2[O:23][C:22]([CH3:25])([CH3:24])[C:21]([CH3:27])([CH3:26])[O:20]2)[O:23][C:22]([CH3:25])([CH3:24])[C:21]([CH3:27])([CH3:26])[O:20]1. (5) Given the product [Si:9]([O:8][CH2:7][C:4]1[CH:5]=[CH:6][N:1]=[CH:2][CH:3]=1)([C:12]([CH3:15])([CH3:14])[CH3:13])([CH3:11])[CH3:10], predict the reactants needed to synthesize it. The reactants are: [N:1]1[CH:6]=[CH:5][C:4]([CH2:7][OH:8])=[CH:3][CH:2]=1.[Si:9](Cl)([C:12]([CH3:15])([CH3:14])[CH3:13])([CH3:11])[CH3:10].N1C=CN=C1.O.